Task: Predict which catalyst facilitates the given reaction.. Dataset: Catalyst prediction with 721,799 reactions and 888 catalyst types from USPTO (1) Reactant: Cl[C:2]1[CH:17]=[C:16]([NH:18][CH:19]2[CH2:21][CH2:20]2)[C:5]([C:6]([NH:8][CH2:9][C@H:10]([F:15])[C:11]([OH:14])([CH3:13])[CH3:12])=[O:7])=[CH:4][N:3]=1.[S:22]1[C:26]2[CH:27]=[C:28]([NH2:31])[CH:29]=[CH:30][C:25]=2[N:24]=[CH:23]1.CC1(C)C2C(=C(P(C3C=CC=CC=3)C3C=CC=CC=3)C=CC=2)OC2C(P(C3C=CC=CC=3)C3C=CC=CC=3)=CC=CC1=2.C(=O)([O-])[O-].[Na+].[Na+]. Product: [S:22]1[C:26]2[CH:27]=[C:28]([NH:31][C:2]3[CH:17]=[C:16]([NH:18][CH:19]4[CH2:21][CH2:20]4)[C:5]([C:6]([NH:8][CH2:9][C@H:10]([F:15])[C:11]([OH:14])([CH3:13])[CH3:12])=[O:7])=[CH:4][N:3]=3)[CH:29]=[CH:30][C:25]=2[N:24]=[CH:23]1. The catalyst class is: 488. (2) Reactant: C(OC([N:8]1[CH2:13][CH2:12][C:11]([C:27]2[CH:32]=[CH:31][C:30]([Cl:33])=[CH:29][CH:28]=2)([CH:14]=[CH:15][C:16]2[CH:25]=[C:24]3[C:19]([C:20](=[O:26])[NH:21][CH:22]=[N:23]3)=[CH:18][CH:17]=2)[CH2:10][CH2:9]1)=O)(C)(C)C.Cl. Product: [Cl:33][C:30]1[CH:31]=[CH:32][C:27]([C:11]2([CH:14]=[CH:15][C:16]3[CH:25]=[C:24]4[C:19]([C:20](=[O:26])[NH:21][CH:22]=[N:23]4)=[CH:18][CH:17]=3)[CH2:12][CH2:13][NH:8][CH2:9][CH2:10]2)=[CH:28][CH:29]=1. The catalyst class is: 268.